Dataset: Experimentally validated miRNA-target interactions with 360,000+ pairs, plus equal number of negative samples. Task: Binary Classification. Given a miRNA mature sequence and a target amino acid sequence, predict their likelihood of interaction. (1) The miRNA is mmu-miR-466f with sequence ACGUGUGUGUGCAUGUGCAUGU. The protein sequence of the target gene is MSTVDLARVGACILKHAVTGEAVELRSLWREHACVVAGLRRFGCVVCRWIAQDLSSLAGLLDQHGVRLVGVGPEALGLQEFLDGDYFAGELYLDESKQLYKELGFKRYNSLSILPAALGKPVRDVAAKAKAVGIQGNLSGDLLQSGGLLVVSKGGDKVLLHFVQKSPGDYVPKEHILQVLGISAEVCASDPPQCDREV. Result: 0 (no interaction). (2) The miRNA is mmu-miR-1843b-3p with sequence CCGAUCGUUCCCCUCCAUAC. The protein sequence of the target gene is MRSSASRLSSFSSRDSLWNRMPDQISVSEFIAETTEDYNSPTTSSFTTRLHNCRNTVTLLEEALDQDRTALQKVKKSVKAIYNSGQDHVQNEENYAQVLDKFGSNFLSRDNPDLGTAFVKFSTLTKELSTLLKNLLQGLSHNVIFTLDSLLKGDLKGVKGDLKKPFDKAWKDYETKFTKIEKEKREHAKQHGMIRTEITGAEIAEEMEKERRLFQLQMCEYLIKVNEIKTKKGVDLLQNLIKYYHAQCNFFQDGLKTADKLKQYIEKLAADLYNIKQTQDEEKKQLTALRDLIKSSLQLD.... Result: 0 (no interaction). (3) The miRNA is mmu-miR-466b-3p with sequence AUACAUACACGCACACAUAAGA. The protein sequence of the target gene is MKKISLKTLRKSFNLNKSKEETDFMVVQQPSLASDFGKDDSLFGSCYGKDMASCDINGEDEKGGKNRSKSESLMGTLKRRLSAKQKSKGKAGTPSGSSADEDTFSSSSAPIVFKDVRAQRPIRSTSLRSHHYSPAPWPLRPTNSEETCIKMEVRVKALVHSSSPSPALNGVRKDFHDLQSETTCQEQANSLKSSASHNGDLHLHLDEHVPVVIGLMPQDYIQYTVPLDEGMYPLEGSRSYCLDSSSPMEVSAVPPQVGGRAFPEDESQVDQDLVVAPEIFVDQSVNGLLIGTTGVMLQSP.... Result: 0 (no interaction). (4) The miRNA is mmu-miR-764-5p with sequence GGUGCUCACAUGUCCUCCU. The protein sequence of the target gene is MSSAIERKSLDPSEEPVDEVLQIPPSLLTCGGCQQNIGDRYFLKAIDQYWHEDCLSCDLCGCRLGEVGRRLYYKLGRKLCRRDYLRLFGQDGLCASCDKRIRAYEMTMRVKDKVYHLECFKCAACQKHFCVGDRYLLINSDIVCEQDIYEWTKINGII. Result: 0 (no interaction). (5) The miRNA is mmu-miR-501-3p with sequence AAUGCACCCGGGCAAGGAUUUG. Result: 0 (no interaction). The protein sequence of the target gene is MPKNSKVVKRELDDDVTESVKDLLSNEDAADDAFKTSELIVDGQEEKDTDVEEGSEVEDERPAWNSKLQYILAQVGFSVGLGNVWRFPYLCQKNGGGAYLLPYLILLMVIGIPLFFLELSVGQRIRRGSIGVWNYISPKLGGIGFASCVVCYFVALYYNVIIGWSLFYFSQSFQQPLPWDQCPLVKNASHTFVEPECEQSSATTYYWYREALNISSSISESGGLNWKMTICLLAAWVMVCLAMIKGIQSSGKIIYFSSLFPYVVLICFLIRAFLLNGSIDGIRHMFTPKLEIMLEPKVWR.... (6) The miRNA is mmu-miR-7685-5p with sequence ACCUUCCGGUUUCUUCAAGUCUCC. The protein sequence of the target gene is MSLLPRRAPPVSMRLLAAALLLLLLALYTARVDGSKCKCSRKGPKIRYSDVKKLEMKPKYPHCEEKMVIITTKSVSRYRGQEHCLHPKLQSTKRFIKWYNAWNEKRRVYEE. Result: 0 (no interaction).